This data is from Experimental lipophilicity measurements (octanol/water distribution) for 4,200 compounds from AstraZeneca. The task is: Regression/Classification. Given a drug SMILES string, predict its absorption, distribution, metabolism, or excretion properties. Task type varies by dataset: regression for continuous measurements (e.g., permeability, clearance, half-life) or binary classification for categorical outcomes (e.g., BBB penetration, CYP inhibition). For this dataset (lipophilicity_astrazeneca), we predict Y. (1) The drug is O=S(=O)(NCC(c1ccccc1)N1CCCCCC1)c1ccc(C(F)(F)F)cc1. The Y is 4.29 logD. (2) The drug is Cc1ccc(CN2C(=O)CCSc3ccc(Cl)cc32)cc1. The Y is 3.70 logD.